Dataset: Full USPTO retrosynthesis dataset with 1.9M reactions from patents (1976-2016). Task: Predict the reactants needed to synthesize the given product. (1) Given the product [CH3:20][O:19][C:12]1[C:13]([O:17][CH3:18])=[CH:14][CH:15]=[CH:16][C:11]=1[C:9]1[O:10][C:3]2[C:4](=[N:5][CH:6]=[CH:7][C:2]=2[NH:31][C:30]2[C:22]([CH3:21])=[C:23]3[C:27](=[CH:28][CH:29]=2)[NH:26][CH:25]=[CH:24]3)[CH:8]=1, predict the reactants needed to synthesize it. The reactants are: Cl[C:2]1[CH:7]=[CH:6][N:5]=[C:4]2[CH:8]=[C:9]([C:11]3[CH:16]=[CH:15][CH:14]=[C:13]([O:17][CH3:18])[C:12]=3[O:19][CH3:20])[O:10][C:3]=12.[CH3:21][C:22]1[C:30]([NH2:31])=[CH:29][CH:28]=[C:27]2[C:23]=1[CH:24]=[CH:25][NH:26]2. (2) The reactants are: [C:1]([O:5][CH2:6][C:7]#[CH:8])(=[O:4])[CH:2]=[CH2:3].[C:9]1([N:15]=[N+:16]=[N-:17])[CH:14]=[CH:13][CH:12]=[CH:11][CH:10]=1. Given the product [C:9]1([N:15]2[CH:8]=[C:7]([CH2:6][O:5][C:1](=[O:4])[CH:2]=[CH2:3])[N:17]=[N:16]2)[CH:14]=[CH:13][CH:12]=[CH:11][CH:10]=1, predict the reactants needed to synthesize it. (3) Given the product [OH:44][C:45]1[CH:52]=[CH:51][CH:50]=[CH:49][C:46]=1[CH2:47][NH:48][C:42]([NH:39][C:7]1[O:6][C:5]([C:1]([CH3:2])([CH3:3])[CH3:4])=[N:9][C:8]=1[C:10]1[CH:11]=[CH:12][C:13]([CH3:16])=[CH:14][CH:15]=1)=[O:27], predict the reactants needed to synthesize it. The reactants are: [C:1]([C:5]1[O:6][C:7](C(O)=O)=[C:8]([C:10]2[CH:15]=[CH:14][C:13]([CH3:16])=[CH:12][CH:11]=2)[N:9]=1)([CH3:4])([CH3:3])[CH3:2].C1(P(N=[N+]=[N-])(C2C=CC=CC=2)=[O:27])C=CC=CC=1.C([N:39]([CH2:42]C)CC)C.[OH:44][C:45]1[CH:52]=[CH:51][CH:50]=[CH:49][C:46]=1[CH2:47][NH2:48].